Dataset: Forward reaction prediction with 1.9M reactions from USPTO patents (1976-2016). Task: Predict the product of the given reaction. (1) Given the reactants Br[C:2]1[N:3]=[CH:4][C:5]([NH:8][C:9]([NH:11][C:12]2[CH:17]=[C:16]([CH3:18])[CH:15]=[CH:14][C:13]=2[O:19][CH3:20])=[O:10])=[N:6][CH:7]=1.[CH3:21][O-:22].[Na+], predict the reaction product. The product is: [CH3:20][O:19][C:13]1[CH:14]=[CH:15][C:16]([CH3:18])=[CH:17][C:12]=1[NH:11][C:9]([NH:8][C:5]1[CH:4]=[N:3][C:2]([O:22][CH3:21])=[CH:7][N:6]=1)=[O:10]. (2) Given the reactants [Cl:1][C:2]1[C:14]2[C:13]3[C:8](=[CH:9][CH:10]=[CH:11][CH:12]=3)[C:7](=[O:15])[C:6]=2[CH:5]=[C:4]([O:16]C)[CH:3]=1.CN1CCCC1=O.Cl.N1C=CC=CC=1, predict the reaction product. The product is: [Cl:1][C:2]1[C:14]2[C:13]3[C:8](=[CH:9][CH:10]=[CH:11][CH:12]=3)[C:7](=[O:15])[C:6]=2[CH:5]=[C:4]([OH:16])[CH:3]=1. (3) Given the reactants Cl[CH2:2][C:3]1[CH:8]=[CH:7][C:6]([C:9]2[C:10]([NH:15][S:16]([C:19]3[CH:24]=[CH:23][CH:22]=[CH:21][C:20]=3[C:25]([F:28])([F:27])[F:26])(=[O:18])=[O:17])=[N:11][CH:12]=[CH:13][N:14]=2)=[CH:5][CH:4]=1.[F:29][C:30]1[CH:31]=[C:32]([CH:35]=[CH:36][CH:37]=1)[NH:33][CH3:34], predict the reaction product. The product is: [F:29][C:30]1[CH:31]=[C:32]([N:33]([CH2:2][C:3]2[CH:8]=[CH:7][C:6]([C:9]3[C:10]([NH:15][S:16]([C:19]4[CH:24]=[CH:23][CH:22]=[CH:21][C:20]=4[C:25]([F:28])([F:27])[F:26])(=[O:18])=[O:17])=[N:11][CH:12]=[CH:13][N:14]=3)=[CH:5][CH:4]=2)[CH3:34])[CH:35]=[CH:36][CH:37]=1.